Dataset: Full USPTO retrosynthesis dataset with 1.9M reactions from patents (1976-2016). Task: Predict the reactants needed to synthesize the given product. (1) Given the product [Br:1][C:2]1[CH:3]=[CH:4][C:5]([NH:8][C:9](=[O:11])[CH3:10])=[N:6][CH:7]=1, predict the reactants needed to synthesize it. The reactants are: [Br:1][C:2]1[CH:3]=[CH:4][C:5]([NH2:8])=[N:6][CH:7]=1.[C:9](OC(=O)C)(=[O:11])[CH3:10]. (2) Given the product [Br:3][C:4]1[CH:5]=[C:6]([CH3:26])[CH:7]=[C:8]2[C:13]=1[N:12]=[CH:11][N:10]([N:14]([C:15]1[CH:20]=[C:19]([Cl:21])[CH:18]=[CH:17][C:16]=1[S:22][CH2:23][CH3:24])[C:32](=[O:33])[O:31][C:28]([CH3:30])([CH3:29])[CH3:27])[C:9]2=[O:25], predict the reactants needed to synthesize it. The reactants are: [H-].[Na+].[Br:3][C:4]1[CH:5]=[C:6]([CH3:26])[CH:7]=[C:8]2[C:13]=1[N:12]=[CH:11][N:10]([NH:14][C:15]1[CH:20]=[C:19]([Cl:21])[CH:18]=[CH:17][C:16]=1[S:22][CH2:23][CH3:24])[C:9]2=[O:25].[CH3:27][C:28]([O:31][C:32](O[C:32]([O:31][C:28]([CH3:30])([CH3:29])[CH3:27])=[O:33])=[O:33])([CH3:30])[CH3:29].O. (3) Given the product [F:84][C:79]1[CH:80]=[CH:81][CH:82]=[CH:83][C:78]=1[NH:77][C:9]([N:8]1[CH2:1][CH:12]([NH:11][C:14]2[N:19]=[CH:18][C:17]([NH:20][C:21]([C:23]3[O:27][C:26]([C:28]4[CH:33]=[CH:32][CH:31]=[CH:30][CH:29]=4)=[N:25][C:24]=3[C:34]([F:37])([F:36])[F:35])=[O:22])=[CH:16][CH:15]=2)[CH2:13]1)=[O:38], predict the reactants needed to synthesize it. The reactants are: [CH2:1]([N:8]1[CH2:13][CH2:12][N:11]([C:14]2[N:19]=[CH:18][C:17]([NH:20][C:21]([C:23]3[O:27][C:26]([C:28]4[CH:33]=[CH:32][CH:31]=[CH:30][CH:29]=4)=[N:25][C:24]=3[C:34]([F:37])([F:36])[F:35])=[O:22])=[CH:16][CH:15]=2)C[C:9]1=[O:38])C1C=CC=CC=1.CN(C(ON1N=NC2C=CC=NC1=2)=[N+](C)C)C.F[P-](F)(F)(F)(F)F.NC1C=CC(NC2CN(C([NH:77][C:78]3[CH:83]=[CH:82][CH:81]=[CH:80][C:79]=3[F:84])=O)C2)=NC=1. (4) The reactants are: [N:1]1([CH2:7][C:8]2[CH:13]=[CH:12][C:11]([C:14]3[NH:22][C:21]4[C:16](=[C:17]([C:23]([O:25]C)=O)[CH:18]=[CH:19][N:20]=4)[N:15]=3)=[CH:10][CH:9]=2)[CH2:6][CH2:5][O:4][CH2:3][CH2:2]1.[OH-].[Li+].CCN(C(C)C)C(C)C.[NH2:38][C:39]1[CH:40]=[N:41][CH:42]=[CH:43][CH:44]=1. Given the product [N:1]1([CH2:7][C:8]2[CH:13]=[CH:12][C:11]([C:14]3[NH:22][C:21]4=[N:20][CH:19]=[CH:18][C:17]([C:23]([NH:38][C:39]5[CH:40]=[N:41][CH:42]=[CH:43][CH:44]=5)=[O:25])=[C:16]4[N:15]=3)=[CH:10][CH:9]=2)[CH2:6][CH2:5][O:4][CH2:3][CH2:2]1, predict the reactants needed to synthesize it. (5) Given the product [Cl:1][C:2]1[C:9]([CH3:10])=[C:8]([N:26]2[CH:27]([CH3:30])[C:28](=[O:29])[C:24]([CH3:32])([CH3:23])[C:25]2=[O:31])[CH:7]=[CH:6][C:3]=1[C:4]#[N:5], predict the reactants needed to synthesize it. The reactants are: [Cl:1][C:2]1[C:9]([CH3:10])=[C:8](I)[CH:7]=[CH:6][C:3]=1[C:4]#[N:5].NC1C=CC(C#N)=C(Cl)C=1C.[CH3:23][C:24]1([CH3:32])[C:28](=[O:29])[CH:27]([CH3:30])[NH:26][C:25]1=[O:31].C(=O)([O-])[O-].[Cs+].[Cs+].C1(P(C2C=CC=CC=2)C2C3OC4C(=CC=CC=4P(C4C=CC=CC=4)C4C=CC=CC=4)C(C)(C)C=3C=CC=2)C=CC=CC=1. (6) Given the product [OH:16][C:2]([CH3:15])([CH3:1])[C:3]#[C:4][C:5]([C:7]1[CH:8]=[CH:9][C:10]([C:11]#[N:12])=[CH:13][CH:14]=1)=[O:6], predict the reactants needed to synthesize it. The reactants are: [CH3:1][C:2]([O:16][Si](C)(C)C)([CH3:15])[C:3]#[C:4][C:5]([C:7]1[CH:14]=[CH:13][C:10]([C:11]#[N:12])=[CH:9][CH:8]=1)=[O:6].CC1C=CC(S(O)(=O)=O)=CC=1. (7) Given the product [Cl:1][CH2:2][C:3]1[CH:11]=[CH:10][C:6]([C:7]([NH:12][C:13]2[CH:14]=[CH:15][C:16]([O:19][C:20](=[O:29])[N:21]([CH3:28])[C:22]3[CH:27]=[CH:26][CH:25]=[CH:24][CH:23]=3)=[CH:17][CH:18]=2)=[O:8])=[CH:5][CH:4]=1, predict the reactants needed to synthesize it. The reactants are: [Cl:1][CH2:2][C:3]1[CH:11]=[CH:10][C:6]([C:7](Cl)=[O:8])=[CH:5][CH:4]=1.[NH2:12][C:13]1[CH:18]=[CH:17][C:16]([O:19][C:20](=[O:29])[N:21]([CH3:28])[C:22]2[CH:27]=[CH:26][CH:25]=[CH:24][CH:23]=2)=[CH:15][CH:14]=1.C(N(CC)CC)C.CN(C)C=O.